Dataset: Catalyst prediction with 721,799 reactions and 888 catalyst types from USPTO. Task: Predict which catalyst facilitates the given reaction. (1) Reactant: [OH:1][CH2:2][C:3]1[CH:8]=[CH:7][C:6]([N:9]2[CH2:14][CH2:13][CH:12]([NH:15][C:16](=[O:18])[CH3:17])[CH2:11][CH2:10]2)=[CH:5][CH:4]=1.C[N+]1([O-])CCOCC1. Product: [CH:2]([C:3]1[CH:4]=[CH:5][C:6]([N:9]2[CH2:14][CH2:13][CH:12]([NH:15][C:16](=[O:18])[CH3:17])[CH2:11][CH2:10]2)=[CH:7][CH:8]=1)=[O:1]. The catalyst class is: 862. (2) Reactant: [OH:1][C:2]1[NH:3][C:4]2[CH:10]=[CH:9][CH:8]=[CH:7][C:5]=2[N:6]=1.[H-].[Na+].[CH2:13]([O:20][C:21](=[O:24])[CH2:22]Br)[C:14]1[CH:19]=[CH:18][CH:17]=[CH:16][CH:15]=1. Product: [CH2:13]([O:20][C:21](=[O:24])[CH2:22][N:3]1[C:4]2[CH:10]=[CH:9][CH:8]=[CH:7][C:5]=2[NH:6][C:2]1=[O:1])[C:14]1[CH:19]=[CH:18][CH:17]=[CH:16][CH:15]=1. The catalyst class is: 39. (3) Reactant: [F:1][C:2]([F:7])([F:6])[C:3]([OH:5])=[O:4].[Cl:8][C:9]1[CH:52]=[CH:51][C:12]([C:13]([N:15]2[CH2:21][C:20]3[CH:22]=[CH:23][C:24]([CH2:26][CH2:27][C:28](=[O:35])[N:29]4[CH2:34][CH2:33][NH:32][CH2:31][CH2:30]4)=[CH:25][C:19]=3[N:18]([CH2:36][C:37]3[CH:42]=[CH:41][C:40]([C:43]([N:45]4[CH2:49][CH:48]=[CH:47][CH2:46]4)=[O:44])=[CH:39][CH:38]=3)[C:17](=[O:50])[CH2:16]2)=[O:14])=[CH:11][CH:10]=1.C=O.[C:55](O)(=O)C.C(O[BH-](OC(=O)C)OC(=O)C)(=O)C.[Na+]. Product: [F:1][C:2]([F:7])([F:6])[C:3]([OH:5])=[O:4].[Cl:8][C:9]1[CH:10]=[CH:11][C:12]([C:13]([N:15]2[CH2:21][C:20]3[CH:22]=[CH:23][C:24]([CH2:26][CH2:27][C:28]([N:29]4[CH2:34][CH2:33][N:32]([CH3:55])[CH2:31][CH2:30]4)=[O:35])=[CH:25][C:19]=3[N:18]([CH2:36][C:37]3[CH:42]=[CH:41][C:40]([C:43]([N:45]4[CH2:46][CH:47]=[CH:48][CH2:49]4)=[O:44])=[CH:39][CH:38]=3)[C:17](=[O:50])[CH2:16]2)=[O:14])=[CH:51][CH:52]=1. The catalyst class is: 4. (4) Reactant: [C:1]([C:4]1[CH:5]=[CH:6][C:7]([NH:10][C:11](=[O:28])[CH:12]([NH:16][C:17](=[O:27])[CH2:18][C:19]2[CH:24]=[C:23]([F:25])[CH:22]=[C:21]([F:26])[CH:20]=2)[CH2:13][CH2:14][CH3:15])=[N:8][CH:9]=1)(=O)[CH3:2].[CH:29]1([NH2:32])[CH2:31][CH2:30]1.C(O[BH-](OC(=O)C)OC(=O)C)(=O)C.[Na+].C([BH3-])#N.[Na+]. Product: [CH:29]1([NH:32][CH:1]([C:4]2[CH:5]=[CH:6][C:7]([NH:10][C:11](=[O:28])[CH:12]([NH:16][C:17](=[O:27])[CH2:18][C:19]3[CH:24]=[C:23]([F:25])[CH:22]=[C:21]([F:26])[CH:20]=3)[CH2:13][CH2:14][CH3:15])=[N:8][CH:9]=2)[CH3:2])[CH2:31][CH2:30]1. The catalyst class is: 15. (5) Reactant: O[CH:2]=[C:3]1[CH2:8][O:7][CH2:6][C:5]([CH3:10])([CH3:9])[C:4]1=O.[C:12]([CH2:14][C:15]([NH2:17])=[O:16])#[N:13]. Product: [OH:16][C:15]1[N:17]=[C:4]2[C:5]([CH3:10])([CH3:9])[CH2:6][O:7][CH2:8][C:3]2=[CH:2][C:14]=1[C:12]#[N:13]. The catalyst class is: 17.